Dataset: Forward reaction prediction with 1.9M reactions from USPTO patents (1976-2016). Task: Predict the product of the given reaction. (1) The product is: [C:1]1([C:7]([C:17]2[CH:22]=[CH:21][CH:20]=[CH:19][CH:18]=2)=[CH:8][C:9]2[CH:14]=[C:13]([Br:15])[CH:12]=[C:11]([C:23]3[C:32]4[C:27](=[CH:28][CH:29]=[CH:30][CH:31]=4)[CH:26]=[CH:25][CH:24]=3)[CH:10]=2)[CH:2]=[CH:3][CH:4]=[CH:5][CH:6]=1. Given the reactants [C:1]1([C:7]([C:17]2[CH:22]=[CH:21][CH:20]=[CH:19][CH:18]=2)=[CH:8][C:9]2[CH:14]=[C:13]([Br:15])[CH:12]=[C:11](Br)[CH:10]=2)[CH:6]=[CH:5][CH:4]=[CH:3][CH:2]=1.[C:23]1(B(O)O)[C:32]2[C:27](=[CH:28][CH:29]=[CH:30][CH:31]=2)[CH:26]=[CH:25][CH:24]=1.C(=O)([O-])[O-].[Na+].[Na+], predict the reaction product. (2) Given the reactants [NH2:1][C:2]1[C:10]([Br:11])=[CH:9][C:8]([CH3:12])=[CH:7][C:3]=1[C:4]([OH:6])=O.[Cl:13][C:14]1[CH:15]=[CH:16][C:17]([S:22][CH2:23][CH3:24])=[C:18]([NH:20][NH2:21])[CH:19]=1.Cl.ClC1C=CC(S(CC)(=O)=O)=C(C=1)CN.C1C=CC2N(O)N=NC=2C=1.CCN(C(C)C)C(C)C, predict the reaction product. The product is: [Cl:13][C:14]1[CH:15]=[CH:16][C:17]([S:22][CH2:23][CH3:24])=[C:18]([N:20]([C:4](=[O:6])[C:3]2[CH:7]=[C:8]([CH3:12])[CH:9]=[C:10]([Br:11])[C:2]=2[NH2:1])[NH2:21])[CH:19]=1.